From a dataset of Catalyst prediction with 721,799 reactions and 888 catalyst types from USPTO. Predict which catalyst facilitates the given reaction. (1) The catalyst class is: 7. Reactant: [CH2:1]([N:3]1[C:8](=[O:9])[CH:7]=[CH:6][C:5]([C:10]2[S:14][C:13]([C:15](OCC)=[O:16])=[N:12][C:11]=2[C:20]2[CH:25]=[CH:24][CH:23]=[CH:22][CH:21]=2)=[N:4]1)[CH3:2].[CH2:26]([NH2:29])[CH2:27][CH3:28]. Product: [CH2:1]([N:3]1[C:8](=[O:9])[CH:7]=[CH:6][C:5]([C:10]2[S:14][C:13]([C:15]([NH:29][CH2:26][CH2:27][CH3:28])=[O:16])=[N:12][C:11]=2[C:20]2[CH:25]=[CH:24][CH:23]=[CH:22][CH:21]=2)=[N:4]1)[CH3:2]. (2) Reactant: [CH3:1][O:2][CH2:3][CH2:4][NH2:5].[Br:6][CH2:7][C:8](Br)=[O:9]. Product: [Br:6][CH2:7][C:8]([NH:5][CH2:4][CH2:3][O:2][CH3:1])=[O:9]. The catalyst class is: 4. (3) Reactant: Br[C:2]1[CH:7]=[CH:6][C:5]([O:8][Si:9]([CH:16]([CH3:18])[CH3:17])([CH:13]([CH3:15])[CH3:14])[CH:10]([CH3:12])[CH3:11])=[CH:4][CH:3]=1.C([Li])CCC.[CH2:24]([O:31][C:32]1[CH:39]=[C:38]([O:40][CH2:41][O:42][CH3:43])[CH:37]=[CH:36][C:33]=1[CH:34]=[O:35])[C:25]1[CH:30]=[CH:29][CH:28]=[CH:27][CH:26]=1.O. Product: [CH2:24]([O:31][C:32]1[CH:39]=[C:38]([O:40][CH2:41][O:42][CH3:43])[CH:37]=[CH:36][C:33]=1[CH:34]([C:2]1[CH:7]=[CH:6][C:5]([O:8][Si:9]([CH:16]([CH3:18])[CH3:17])([CH:13]([CH3:15])[CH3:14])[CH:10]([CH3:12])[CH3:11])=[CH:4][CH:3]=1)[OH:35])[C:25]1[CH:26]=[CH:27][CH:28]=[CH:29][CH:30]=1. The catalyst class is: 7. (4) Reactant: [N:1]1([C:24]([O:26][C:27]([CH3:30])([CH3:29])[CH3:28])=[O:25])[CH:6]=[CH:5][N:4]([C:7]([O:9][CH2:10][CH:11]2[C:23]3[CH:22]=[CH:21][CH:20]=[CH:19][C:18]=3[C:17]3[C:12]2=[CH:13][CH:14]=[CH:15][CH:16]=3)=[O:8])[CH2:3][CH2:2]1.[CH2:31]([Zn]CC)C.ICI. Product: [CH:6]12[CH2:31][CH:5]1[N:4]([C:7]([O:9][CH2:10][CH:11]1[C:12]3[CH:13]=[CH:14][CH:15]=[CH:16][C:17]=3[C:18]3[C:23]1=[CH:22][CH:21]=[CH:20][CH:19]=3)=[O:8])[CH2:3][CH2:2][N:1]2[C:24]([O:26][C:27]([CH3:30])([CH3:29])[CH3:28])=[O:25]. The catalyst class is: 28.